Dataset: Forward reaction prediction with 1.9M reactions from USPTO patents (1976-2016). Task: Predict the product of the given reaction. (1) The product is: [I:43][CH2:2][C@@H:3]([CH3:18])[CH2:4][N:5]1[C:10]2[CH:11]=[C:12]([O:15][CH3:16])[CH:13]=[CH:14][C:9]=2[O:8][CH2:7][C:6]1=[O:17]. Given the reactants O[CH2:2][C@@H:3]([CH3:18])[CH2:4][N:5]1[C:10]2[CH:11]=[C:12]([O:15][CH3:16])[CH:13]=[CH:14][C:9]=2[O:8][CH2:7][C:6]1=[O:17].C1(P(C2C=CC=CC=2)C2C=CC=CC=2)C=CC=CC=1.N1C=CN=C1.[I:43]I, predict the reaction product. (2) Given the reactants [CH3:1][O:2][C:3]1[CH:4]=[C:5]([C:12]2[C:13](=[O:31])[NH:14][C:15](=[O:30])[C:16]=2[C:17]2[C:25]3[C:20](=[CH:21][CH:22]=[CH:23][CH:24]=3)[N:19]([CH2:26][CH2:27][CH2:28]O)[CH:18]=2)[C:6]2[O:10][CH:9]=[CH:8][C:7]=2[CH:11]=1.C(Br)(Br)(Br)[Br:33].C1(P(C2C=CC=CC=2)C2C=CC=CC=2)C=CC=CC=1, predict the reaction product. The product is: [CH3:1][O:2][C:3]1[CH:4]=[C:5]([C:12]2[C:13](=[O:31])[NH:14][C:15](=[O:30])[C:16]=2[C:17]2[C:25]3[C:20](=[CH:21][CH:22]=[CH:23][CH:24]=3)[N:19]([CH2:26][CH2:27][CH2:28][Br:33])[CH:18]=2)[C:6]2[O:10][CH:9]=[CH:8][C:7]=2[CH:11]=1.